From a dataset of Full USPTO retrosynthesis dataset with 1.9M reactions from patents (1976-2016). Predict the reactants needed to synthesize the given product. (1) Given the product [CH2:17]([O:24][C:25]([N:27]1[CH2:32][CH2:31][N:30]([CH2:33][C:34]2([NH:40][C:41]([O:43][CH2:44][CH3:45])=[O:42])[CH2:35][CH2:36][N:37]([C:3]3[CH:8]=[CH:7][N:6]=[C:5]([CH3:9])[CH:4]=3)[CH2:38][CH2:39]2)[C:29](=[O:46])[CH2:28]1)=[O:26])[C:18]1[CH:23]=[CH:22][CH:21]=[CH:20][CH:19]=1, predict the reactants needed to synthesize it. The reactants are: Cl.Cl[C:3]1[CH:8]=[CH:7][N:6]=[C:5]([CH3:9])[CH:4]=1.C(N(CC)CC)C.[CH2:17]([O:24][C:25]([N:27]1[CH2:32][CH2:31][N:30]([CH2:33][C:34]2([NH:40][C:41]([O:43][CH2:44][CH3:45])=[O:42])[CH2:39][CH2:38][NH:37][CH2:36][CH2:35]2)[C:29](=[O:46])[CH2:28]1)=[O:26])[C:18]1[CH:23]=[CH:22][CH:21]=[CH:20][CH:19]=1. (2) Given the product [NH2:26][C:9]1[N:8]=[C:7]([O:6][CH2:5][CH2:4][CH:1]2[CH2:2][CH2:3]2)[N:15]=[C:14]2[C:10]=1[NH:11][C:12](=[O:24])[N:13]2[CH2:16][CH2:17][CH:18]1[CH2:23][CH2:22][CH2:21][CH2:20][O:19]1, predict the reactants needed to synthesize it. The reactants are: [CH:1]1([CH2:4][CH2:5][O:6][C:7]2[N:15]=[C:14]3[C:10]([N:11]=[C:12]([O:24]C)[N:13]3[CH2:16][CH2:17][CH:18]3[CH2:23][CH2:22][CH2:21][CH2:20][O:19]3)=[C:9]([NH2:26])[N:8]=2)[CH2:3][CH2:2]1.Cl. (3) The reactants are: O=[C:2]1[O:7][CH:6]=[C:5]([C:8]([O:10]C)=[O:9])[CH:4]=[CH:3]1.[CH3:12][CH:13]1[CH2:18][CH2:17][CH2:16][CH:15]([NH2:19])[CH2:14]1.CO.[Li+].[OH-]. Given the product [CH3:12][CH:13]1[CH2:18][CH2:17][CH2:16][CH:15]([N:19]2[C:2](=[O:7])[CH:3]=[CH:4][C:5]([C:8]([OH:10])=[O:9])=[CH:6]2)[CH2:14]1, predict the reactants needed to synthesize it.